Dataset: Catalyst prediction with 721,799 reactions and 888 catalyst types from USPTO. Task: Predict which catalyst facilitates the given reaction. (1) Reactant: [NH2:1][C:2]1[CH:10]=[CH:9][CH:8]=[C:7]2[C:3]=1[C:4](=[O:42])[N:5]([CH2:12][C:13]([O:15][C@H:16]([C:27]1[CH:32]=[CH:31][C:30]([O:33][CH:34]([F:36])[F:35])=[C:29]([O:37][CH2:38][CH:39]3[CH2:41][CH2:40]3)[CH:28]=1)[CH2:17][C:18]1[C:23]([Cl:24])=[CH:22][N+:21]([O-:25])=[CH:20][C:19]=1[Cl:26])=[O:14])[C:6]2=[O:11].[CH3:43][O:44][CH2:45][C:46](Cl)=[O:47]. Product: [Cl:24][C:23]1[CH:22]=[N+:21]([O-:25])[CH:20]=[C:19]([Cl:26])[C:18]=1[CH2:17][C@@H:16]([C:27]1[CH:32]=[CH:31][C:30]([O:33][CH:34]([F:35])[F:36])=[C:29]([O:37][CH2:38][CH:39]2[CH2:40][CH2:41]2)[CH:28]=1)[O:15][C:13](=[O:14])[CH2:12][N:5]1[C:4](=[O:42])[C:3]2[C:7](=[CH:8][CH:9]=[CH:10][C:2]=2[NH:1][C:46](=[O:47])[CH2:45][O:44][CH3:43])[C:6]1=[O:11]. The catalyst class is: 239. (2) Reactant: [N:1]1[N:2]([C:6]2[CH:29]=[CH:28][CH:27]=[CH:26][C:7]=2[C:8]([N:10]2[C@H:15]([CH3:16])[CH2:14][CH2:13][C@@H:12]([C:17]3[O:18][C:19]([Br:25])=[C:20]([C:22]([NH2:24])=[O:23])[N:21]=3)[CH2:11]2)=[O:9])[N:3]=[CH:4][CH:5]=1.[C:30](O[C:30]([O:32][C:33]([CH3:36])([CH3:35])[CH3:34])=[O:31])([O:32][C:33]([CH3:36])([CH3:35])[CH3:34])=[O:31].[NH4+].[Cl-]. Product: [Br:25][C:19]1[O:18][C:17]([C@@H:12]2[CH2:13][CH2:14][C@@H:15]([CH3:16])[N:10]([C:8]([C:7]3[CH:26]=[CH:27][CH:28]=[CH:29][C:6]=3[N:2]3[N:3]=[CH:4][CH:5]=[N:1]3)=[O:9])[CH2:11]2)=[N:21][C:20]=1[C:22]([N:24]([C:30]([O:32][C:33]([CH3:36])([CH3:35])[CH3:34])=[O:31])[C:30]([O:32][C:33]([CH3:36])([CH3:35])[CH3:34])=[O:31])=[O:23]. The catalyst class is: 616. (3) The catalyst class is: 1. Reactant: [C:1]([O:5][C:6]([NH:8][C:9]1[CH:10]=[C:11]([NH:15][C:16]2[C:21]([C:22](OCC)=[O:23])=[CH:20][N:19]=[C:18]([S:27][CH3:28])[N:17]=2)[CH:12]=[CH:13][CH:14]=1)=[O:7])([CH3:4])([CH3:3])[CH3:2].CO.C([O-])(O)=O.[Na+]. Product: [OH:23][CH2:22][C:21]1[C:16]([NH:15][C:11]2[CH:10]=[C:9]([NH:8][C:6](=[O:7])[O:5][C:1]([CH3:3])([CH3:2])[CH3:4])[CH:14]=[CH:13][CH:12]=2)=[N:17][C:18]([S:27][CH3:28])=[N:19][CH:20]=1.